This data is from NCI-60 drug combinations with 297,098 pairs across 59 cell lines. The task is: Regression. Given two drug SMILES strings and cell line genomic features, predict the synergy score measuring deviation from expected non-interaction effect. (1) Drug 1: CCCCCOC(=O)NC1=NC(=O)N(C=C1F)C2C(C(C(O2)C)O)O. Drug 2: CNC(=O)C1=NC=CC(=C1)OC2=CC=C(C=C2)NC(=O)NC3=CC(=C(C=C3)Cl)C(F)(F)F. Cell line: K-562. Synergy scores: CSS=-34.9, Synergy_ZIP=11.3, Synergy_Bliss=-8.15, Synergy_Loewe=-21.0, Synergy_HSA=-24.7. (2) Drug 1: CC(CN1CC(=O)NC(=O)C1)N2CC(=O)NC(=O)C2. Synergy scores: CSS=29.2, Synergy_ZIP=4.77, Synergy_Bliss=6.49, Synergy_Loewe=7.46, Synergy_HSA=9.95. Drug 2: C1=C(C(=O)NC(=O)N1)F. Cell line: NCI-H226.